This data is from Reaction yield outcomes from USPTO patents with 853,638 reactions. The task is: Predict the reaction yield, written as a fraction of the theoretical maximum amount of product (1.0 means a 100% yield; for example, 0.34 means a 34% yield). (1) The reactants are [Cl:1][C:2]1[C:3]2[CH:4]3[NH:14][CH:7]([CH2:8][C:9]=2[CH:10]=[CH:11][C:12]=1[NH2:13])[CH2:6][CH2:5]3.Cl[C:16]1[N:21]=[C:20]([NH:22][C:23]2[CH:32]=[CH:31][CH:30]=[CH:29][C:24]=2[C:25]([NH:27][CH3:28])=[O:26])[C:19]([Cl:33])=[CH:18][N:17]=1. The yield is 0.490. The product is [Cl:33][C:19]1[C:20]([NH:22][C:23]2[CH:32]=[CH:31][CH:30]=[CH:29][C:24]=2[C:25]([NH:27][CH3:28])=[O:26])=[N:21][C:16]([NH:13][C:12]2[CH:11]=[CH:10][C:9]3[CH2:8][CH:7]4[NH:14][CH:4]([CH2:5][CH2:6]4)[C:3]=3[C:2]=2[Cl:1])=[N:17][CH:18]=1. No catalyst specified. (2) The reactants are [C:1]([C:4]1[C:12]2[O:11][CH2:10][CH:9]([C:13]3[CH:18]=[CH:17][C:16]([CH:19]([CH3:21])[CH3:20])=[CH:15][CH:14]=3)[C:8]=2[C:7]([CH3:22])=[C:6]([NH:23][C:24](=[O:30])[CH2:25][C:26]([CH3:29])([CH3:28])[CH3:27])[C:5]=1[CH3:31])(=[O:3])[CH3:2].[C:32](OCC)(=O)C.CCCCCC. No catalyst specified. The product is [OH:3][C:1]([C:4]1[C:12]2[O:11][CH2:10][CH:9]([C:13]3[CH:18]=[CH:17][C:16]([CH:19]([CH3:20])[CH3:21])=[CH:15][CH:14]=3)[C:8]=2[C:7]([CH3:22])=[C:6]([NH:23][C:24](=[O:30])[CH2:25][C:26]([CH3:29])([CH3:28])[CH3:27])[C:5]=1[CH3:31])([CH3:32])[CH3:2]. The yield is 0.340.